From a dataset of Forward reaction prediction with 1.9M reactions from USPTO patents (1976-2016). Predict the product of the given reaction. (1) Given the reactants [CH:1]1([CH:4]([OH:38])[C:5]2[CH:10]=[CH:9][C:8]([C@H:11]3[CH2:28][C@@:26]4([CH3:27])[C@@H:22]([CH2:23][CH2:24][C@@:25]4([OH:36])[C:29]([F:35])([F:34])[C:30]([F:33])([F:32])[F:31])[C@H:21]4[C:12]3=[C:13]3[C:18]([CH2:19][CH2:20]4)=[CH:17][C:16](=[O:37])[CH2:15][CH2:14]3)=[CH:7][CH:6]=2)[CH2:3][CH2:2]1.C1C=C[NH+]=CC=1.[O-][Cr](Cl)(=O)=O, predict the reaction product. The product is: [CH:1]1([C:4]([C:5]2[CH:6]=[CH:7][C:8]([C@H:11]3[CH2:28][C@@:26]4([CH3:27])[C@@H:22]([CH2:23][CH2:24][C@@:25]4([OH:36])[C:29]([F:34])([F:35])[C:30]([F:33])([F:32])[F:31])[C@H:21]4[C:12]3=[C:13]3[C:18]([CH2:19][CH2:20]4)=[CH:17][C:16](=[O:37])[CH2:15][CH2:14]3)=[CH:9][CH:10]=2)=[O:38])[CH2:3][CH2:2]1. (2) The product is: [CH3:16][O:17][C:18]1[C:23]([NH2:24])=[CH:22][C:21]([C:2]2[CH:11]=[C:10]3[C:5]([N:6]=[CH:7][C:8]4[N:9]3[C:12]([CH3:15])=[N:13][N:14]=4)=[CH:4][CH:3]=2)=[CH:20][N:19]=1. Given the reactants Br[C:2]1[CH:11]=[C:10]2[C:5]([N:6]=[CH:7][C:8]3[N:9]2[C:12]([CH3:15])=[N:13][N:14]=3)=[CH:4][CH:3]=1.[CH3:16][O:17][C:18]1[C:23]([NH2:24])=[CH:22][C:21](B2OC(C)(C)C(C)(C)O2)=[CH:20][N:19]=1.C([O-])([O-])=O.[K+].[K+], predict the reaction product.